Dataset: Full USPTO retrosynthesis dataset with 1.9M reactions from patents (1976-2016). Task: Predict the reactants needed to synthesize the given product. (1) Given the product [N:26]([CH:10]([C:8]1[O:9][C:5]2[CH:4]=[CH:3][C:2]([Br:1])=[CH:13][C:6]=2[CH:7]=1)[CH3:11])=[N+:27]=[N-:28], predict the reactants needed to synthesize it. The reactants are: [Br:1][C:2]1[CH:3]=[CH:4][C:5]2[O:9][C:8]([CH:10](O)[CH3:11])=[CH:7][C:6]=2[CH:13]=1.CS(Cl)(=O)=O.C(N(CC)CC)C.[N-:26]=[N+:27]=[N-:28].[Na+]. (2) The reactants are: [CH3:1][C:2]1[CH:3]=[C:4]([C:35]([O:37][CH3:38])=[O:36])[S:5][C:6]=1[C:7]1[CH:8]=[C:9]2[C:14](=[C:15]([O:17]COCC[Si](C)(C)C)[CH:16]=1)[N:13]=[CH:12][N:11](COCC[Si](C)(C)C)[C:10]2=[O:34]. Given the product [OH:17][C:15]1[CH:16]=[C:7]([C:6]2[S:5][C:4]([C:35]([O:37][CH3:38])=[O:36])=[CH:3][C:2]=2[CH3:1])[CH:8]=[C:9]2[C:14]=1[N:13]=[CH:12][NH:11][C:10]2=[O:34], predict the reactants needed to synthesize it. (3) Given the product [CH:5]1[C:6]2[CH2:12][CH2:11][C:10]3[CH:13]=[CH:14][CH:15]=[CH:16][C:9]=3[N:8]([CH2:17][CH2:18][CH2:19][NH:20][S:37]([C:34]3[CH:33]=[CH:32][C:31]([C:30]([F:29])([F:41])[F:42])=[CH:36][CH:35]=3)(=[O:39])=[O:38])[C:7]=2[CH:21]=[CH:3][CH:4]=1, predict the reactants needed to synthesize it. The reactants are: Cl.Cl[C:3]1[CH:4]=[CH:5][C:6]2[CH2:12][CH2:11][C:10]3[CH:13]=[CH:14][CH:15]=[CH:16][C:9]=3[N:8]([CH2:17][CH2:18][CH2:19][NH2:20])[C:7]=2[CH:21]=1.CCN(CC)CC.[F:29][C:30]([F:42])([F:41])[C:31]1[CH:36]=[CH:35][C:34]([S:37](Cl)(=[O:39])=[O:38])=[CH:33][CH:32]=1. (4) Given the product [NH2:18][C:23]1[CH:24]=[C:25]([C:29]2[CH:15]=[C:6]3[C:7](=[C:32]([NH2:33])[N:31]=2)[CH:8]=[N:9][C:10]2[CH:11]=[C:12]([O:13][CH3:14])[C:3]([O:2][CH3:1])=[CH:4][C:5]3=2)[CH:26]=[N:27][CH:28]=1, predict the reactants needed to synthesize it. The reactants are: [CH3:1][O:2][C:3]1[CH:4]=[C:5]2[C:10](=[CH:11][C:12]=1[O:13][CH3:14])[N:9]=[CH:8][CH:7]=[C:6]2[CH3:15].CC1[N:18]([C:23]2[CH:24]=[C:25]([C:29]([N:31]3C=C[N:33]=[CH:32]3)=O)[CH:26]=[N:27][CH:28]=2)C(C)=CC=1.[Li+].C[Si]([N-][Si](C)(C)C)(C)C.C([O-])(=O)C.[NH4+].Cl.NO.N1C=CC=C1. (5) Given the product [CH:1]([O:4][C:5]([N:7]1[CH2:12][CH2:11][CH:10]([O:13][C:14]2[CH:19]=[CH:18][N:17]=[C:16]([NH:32][C:23]3[CH:24]=[CH:25][C:26]([S:28]([CH3:31])(=[O:30])=[O:29])=[CH:27][C:22]=3[F:21])[CH:15]=2)[CH2:9][CH2:8]1)=[O:6])([CH3:3])[CH3:2], predict the reactants needed to synthesize it. The reactants are: [CH:1]([O:4][C:5]([N:7]1[CH2:12][CH2:11][CH:10]([O:13][C:14]2[CH:19]=[CH:18][N:17]=[C:16](Cl)[CH:15]=2)[CH2:9][CH2:8]1)=[O:6])([CH3:3])[CH3:2].[F:21][C:22]1[CH:27]=[C:26]([S:28]([CH3:31])(=[O:30])=[O:29])[CH:25]=[CH:24][C:23]=1[NH2:32]. (6) Given the product [Cl:27][C:5]1[CH:4]=[C:3]([Cl:28])[C:2]([B:32]2[O:33][C:34]([CH3:36])([CH3:35])[C:30]([CH3:46])([CH3:29])[O:31]2)=[CH:26][C:6]=1[C:7]([NH:9][C:10]1[N:14]([C:15]2[CH:20]=[CH:19][CH:18]=[CH:17][CH:16]=2)[N:13]=[C:12]([C:21]([O:23][CH2:24][CH3:25])=[O:22])[CH:11]=1)=[O:8], predict the reactants needed to synthesize it. The reactants are: Br[C:2]1[C:3]([Cl:28])=[CH:4][C:5]([Cl:27])=[C:6]([CH:26]=1)[C:7]([NH:9][C:10]1[N:14]([C:15]2[CH:20]=[CH:19][CH:18]=[CH:17][CH:16]=2)[N:13]=[C:12]([C:21]([O:23][CH2:24][CH3:25])=[O:22])[CH:11]=1)=[O:8].[CH3:29][C:30]1([CH3:46])[C:34]([CH3:36])([CH3:35])[O:33][B:32]([B:32]2[O:33][C:34]([CH3:36])([CH3:35])[C:30]([CH3:46])([CH3:29])[O:31]2)[O:31]1.C([O-])(=O)C.[K+]. (7) The reactants are: [H-].[Na+].[C:3]1([OH:9])[CH:8]=[CH:7][CH:6]=[CH:5][CH:4]=1.[F:10][C:11]1[CH:16]=[CH:15][C:14]([N+:17]([O-:19])=[O:18])=[C:13](F)[C:12]=1[F:21]. Given the product [F:10][C:11]1[CH:16]=[CH:15][C:14]([N+:17]([O-:19])=[O:18])=[C:13]([O:9][C:3]2[CH:8]=[CH:7][CH:6]=[CH:5][CH:4]=2)[C:12]=1[F:21], predict the reactants needed to synthesize it.